From a dataset of Forward reaction prediction with 1.9M reactions from USPTO patents (1976-2016). Predict the product of the given reaction. (1) Given the reactants Cl[C:2]1[C:3]2[CH:20]=[CH:19][N:18]([CH2:21][CH2:22][S:23]([CH3:26])(=[O:25])=[O:24])[C:4]=2[N:5]=[C:6]([S:8]([C:11]2[CH:16]=[CH:15][C:14]([F:17])=[CH:13][CH:12]=2)(=[O:10])=[O:9])[N:7]=1.[NH2:27][C:28]1[CH:32]=[CH:31][NH:30][N:29]=1.[I-].[Na+].CCN(C(C)C)C(C)C, predict the reaction product. The product is: [F:17][C:14]1[CH:15]=[CH:16][C:11]([S:8]([C:6]2[N:7]=[C:2]([NH:27][C:28]3[CH:32]=[CH:31][NH:30][N:29]=3)[C:3]3[CH:20]=[CH:19][N:18]([CH2:21][CH2:22][S:23]([CH3:26])(=[O:25])=[O:24])[C:4]=3[N:5]=2)(=[O:10])=[O:9])=[CH:12][CH:13]=1. (2) The product is: [C:1]([O:4][C@H:5]1[CH2:22][CH2:21][C@@:20]2([CH3:23])[C@@H:7]([CH2:8][CH2:9][C@:10]3([CH3:34])[C@@H:19]2[CH2:18][CH2:17][C@H:16]2[C@@:11]3([CH3:33])[CH2:12][CH2:13][C@@:14]3([C:30]([N:43]4[CH2:47][CH2:46][CH2:45][C@H:44]4[C:48]4[NH:49][C:50]([C:53]5[S:54][CH:55]=[CH:56][CH:57]=5)=[CH:51][N:52]=4)=[O:31])[CH2:26][CH2:25][C@@H:24]([C:27]([CH3:29])=[CH2:28])[C@@H:15]32)[C:6]1([CH3:36])[CH3:35])(=[O:3])[CH3:2]. Given the reactants [C:1]([O:4][C@H:5]1[CH2:22][CH2:21][C@@:20]2([CH3:23])[C@@H:7]([CH2:8][CH2:9][C@:10]3([CH3:34])[C@@H:19]2[CH2:18][CH2:17][C@H:16]2[C@@:11]3([CH3:33])[CH2:12][CH2:13][C@@:14]3([C:30](O)=[O:31])[CH2:26][CH2:25][C@@H:24]([C:27]([CH3:29])=[CH2:28])[C@@H:15]32)[C:6]1([CH3:36])[CH3:35])(=[O:3])[CH3:2].C(Cl)(=O)C(Cl)=O.[NH:43]1[CH2:47][CH2:46][CH2:45][C@H:44]1[C:48]1[NH:49][C:50]([C:53]2[S:54][CH:55]=[CH:56][CH:57]=2)=[CH:51][N:52]=1, predict the reaction product. (3) Given the reactants Cl.[CH3:2][O:3][C:4](=[O:36])[C@@H:5]([NH2:35])[CH2:6][C:7]1[CH:8]=[CH:9][C:10]2[O:15][C@@H:14]([C:16]3[CH:21]=[CH:20][C:19]([O:22][CH2:23][C:24]4[CH:29]=[CH:28][C:27]([Cl:30])=[C:26]([Cl:31])[CH:25]=4)=[CH:18][CH:17]=3)[C:13](=[O:32])[N:12]([CH3:33])[C:11]=2[CH:34]=1.C=O.[C:39](O)(C(F)(F)F)=O.C(N(CC)CC)C.[C:53](O[C:53]([O:55][C:56]([CH3:59])([CH3:58])[CH3:57])=[O:54])([O:55][C:56]([CH3:59])([CH3:58])[CH3:57])=[O:54], predict the reaction product. The product is: [CH3:2][O:3][C:4]([C@@H:5]1[CH2:6][C:7]2[CH:34]=[C:11]3[C:10]([O:15][C@@H:14]([C:16]4[CH:17]=[CH:18][C:19]([O:22][CH2:23][C:24]5[CH:29]=[CH:28][C:27]([Cl:30])=[C:26]([Cl:31])[CH:25]=5)=[CH:20][CH:21]=4)[C:13](=[O:32])[N:12]3[CH3:33])=[CH:9][C:8]=2[CH2:39][N:35]1[C:53]([O:55][C:56]([CH3:59])([CH3:58])[CH3:57])=[O:54])=[O:36].